This data is from NCI-60 drug combinations with 297,098 pairs across 59 cell lines. The task is: Regression. Given two drug SMILES strings and cell line genomic features, predict the synergy score measuring deviation from expected non-interaction effect. (1) Drug 1: CC1=C2C(C(=O)C3(C(CC4C(C3C(C(C2(C)C)(CC1OC(=O)C(C(C5=CC=CC=C5)NC(=O)C6=CC=CC=C6)O)O)OC(=O)C7=CC=CC=C7)(CO4)OC(=O)C)O)C)OC(=O)C. Drug 2: CCC1(C2=C(COC1=O)C(=O)N3CC4=CC5=C(C=CC(=C5CN(C)C)O)N=C4C3=C2)O.Cl. Cell line: OVCAR-8. Synergy scores: CSS=64.1, Synergy_ZIP=-9.68, Synergy_Bliss=-3.84, Synergy_Loewe=-5.20, Synergy_HSA=-0.371. (2) Drug 1: C(CCl)NC(=O)N(CCCl)N=O. Drug 2: COCCOC1=C(C=C2C(=C1)C(=NC=N2)NC3=CC=CC(=C3)C#C)OCCOC.Cl. Cell line: T-47D. Synergy scores: CSS=0.533, Synergy_ZIP=2.27, Synergy_Bliss=1.08, Synergy_Loewe=-3.65, Synergy_HSA=-2.66. (3) Drug 1: C1CC(=O)NC(=O)C1N2C(=O)C3=CC=CC=C3C2=O. Drug 2: COCCOC1=C(C=C2C(=C1)C(=NC=N2)NC3=CC=CC(=C3)C#C)OCCOC.Cl. Cell line: UACC62. Synergy scores: CSS=1.93, Synergy_ZIP=1.84, Synergy_Bliss=4.11, Synergy_Loewe=0.658, Synergy_HSA=1.24. (4) Drug 2: C(=O)(N)NO. Synergy scores: CSS=8.05, Synergy_ZIP=-1.19, Synergy_Bliss=0.877, Synergy_Loewe=-0.0681, Synergy_HSA=0.0461. Cell line: HCT116. Drug 1: CC1=C(C=C(C=C1)NC2=NC=CC(=N2)N(C)C3=CC4=NN(C(=C4C=C3)C)C)S(=O)(=O)N.Cl. (5) Drug 1: C1=C(C(=O)NC(=O)N1)F. Drug 2: CC1=C(C(=CC=C1)Cl)NC(=O)C2=CN=C(S2)NC3=CC(=NC(=N3)C)N4CCN(CC4)CCO. Cell line: SNB-19. Synergy scores: CSS=34.6, Synergy_ZIP=-1.51, Synergy_Bliss=0.935, Synergy_Loewe=3.63, Synergy_HSA=4.23. (6) Drug 1: COC1=C(C=C2C(=C1)N=CN=C2NC3=CC(=C(C=C3)F)Cl)OCCCN4CCOCC4. Drug 2: CC1OCC2C(O1)C(C(C(O2)OC3C4COC(=O)C4C(C5=CC6=C(C=C35)OCO6)C7=CC(=C(C(=C7)OC)O)OC)O)O. Cell line: OVCAR-8. Synergy scores: CSS=59.5, Synergy_ZIP=2.08, Synergy_Bliss=4.08, Synergy_Loewe=5.34, Synergy_HSA=8.09. (7) Drug 1: CN(C)N=NC1=C(NC=N1)C(=O)N. Drug 2: C#CCC(CC1=CN=C2C(=N1)C(=NC(=N2)N)N)C3=CC=C(C=C3)C(=O)NC(CCC(=O)O)C(=O)O. Cell line: MDA-MB-231. Synergy scores: CSS=-3.80, Synergy_ZIP=1.61, Synergy_Bliss=-0.602, Synergy_Loewe=-4.68, Synergy_HSA=-3.79.